Predict the product of the given reaction. From a dataset of Forward reaction prediction with 1.9M reactions from USPTO patents (1976-2016). The product is: [Br:1][C:2]1[CH:7]=[CH:6][C:5]([O:8][CH:10]([C:33]2[CH:34]=[CH:35][CH:36]=[CH:37][CH:38]=2)[CH2:11][CH2:12][CH2:13][CH2:14][N:15]2[CH2:20][CH2:19][CH:18]([C:21]3[CH:22]=[C:23]([NH:27][C:28](=[O:32])[CH:29]([CH3:31])[CH3:30])[CH:24]=[CH:25][CH:26]=3)[CH2:17][CH2:16]2)=[CH:4][CH:3]=1. Given the reactants [Br:1][C:2]1[CH:7]=[CH:6][C:5]([OH:8])=[CH:4][CH:3]=1.O[CH:10]([C:33]1[CH:38]=[CH:37][CH:36]=[CH:35][CH:34]=1)[CH2:11][CH2:12][CH2:13][CH2:14][N:15]1[CH2:20][CH2:19][CH:18]([C:21]2[CH:22]=[C:23]([NH:27][C:28](=[O:32])[CH:29]([CH3:31])[CH3:30])[CH:24]=[CH:25][CH:26]=2)[CH2:17][CH2:16]1.Cl, predict the reaction product.